From a dataset of Reaction yield outcomes from USPTO patents with 853,638 reactions. Predict the reaction yield, written as a fraction of the theoretical maximum amount of product (1.0 means a 100% yield; for example, 0.34 means a 34% yield). (1) The reactants are [CH2:1]([O:3][C:4](=[O:15])[CH2:5][C:6](=[O:14])[C:7]1[CH:8]=[C:9]([CH3:13])[CH:10]=[CH:11][CH:12]=1)[CH3:2].[CH:16](=O)[C:17]1[CH:22]=[CH:21][CH:20]=[CH:19][CH:18]=1.C(O)(=O)C.N1CCCCC1. The catalyst is C1C=CC=CC=1. The product is [CH2:1]([O:3][C:4](=[O:15])[C:5]([C:6](=[O:14])[C:7]1[CH:12]=[CH:11][CH:10]=[C:9]([CH3:13])[CH:8]=1)=[CH:16][C:17]1[CH:22]=[CH:21][CH:20]=[CH:19][CH:18]=1)[CH3:2]. The yield is 0.700. (2) The reactants are [C:1](=[N:4][C:5]1[C:10]([CH2:11][CH3:12])=[CH:9][C:8]([CH2:13][C:14]2[CH:19]=[C:18]([CH2:20][CH3:21])[C:17]([N:22]=[C:23]([CH3:25])[CH3:24])=[C:16]([CH2:26][CH3:27])[CH:15]=2)=[CH:7][C:6]=1[CH2:28][CH3:29])([CH3:3])[CH3:2].C(O)C. The catalyst is [Pt].C(OCC)(=O)C. The product is [CH:23]([NH:22][C:17]1[C:16]([CH2:26][CH3:27])=[CH:15][C:14]([CH2:13][C:8]2[CH:7]=[C:6]([CH2:28][CH3:29])[C:5]([NH:4][CH:1]([CH3:3])[CH3:2])=[C:10]([CH2:11][CH3:12])[CH:9]=2)=[CH:19][C:18]=1[CH2:20][CH3:21])([CH3:24])[CH3:25]. The yield is 0.700. (3) The reactants are [Cl:1][C:2]1[CH:7]=[C:6]([F:8])[CH:5]=[CH:4][C:3]=1[S:9]([N:12]([CH3:35])[CH2:13][CH2:14][CH2:15][NH:16][C:17](=[O:34])[C@H:18]([CH2:30][CH:31]([CH3:33])[CH3:32])[NH:19]C(OCC1C=CC=CC=1)=O)(=[O:11])=[O:10].B(Br)(Br)Br. The catalyst is ClCCl. The product is [Cl:1][C:2]1[CH:7]=[C:6]([F:8])[CH:5]=[CH:4][C:3]=1[S:9]([N:12]([CH3:35])[CH2:13][CH2:14][CH2:15][NH:16][C:17](=[O:34])[C@H:18]([CH2:30][CH:31]([CH3:33])[CH3:32])[NH2:19])(=[O:10])=[O:11]. The yield is 0.810.